Dataset: Full USPTO retrosynthesis dataset with 1.9M reactions from patents (1976-2016). Task: Predict the reactants needed to synthesize the given product. (1) Given the product [OH:22][CH2:26][CH2:32][O:6][C:5]1([C:4]2[CH:7]=[CH:8][C:9]([OH:10])=[C:2]([CH3:1])[CH:3]=2)[O:14][CH2:11][CH2:12][O:13]1, predict the reactants needed to synthesize it. The reactants are: [CH3:1][C:2]1[CH:3]=[C:4]([CH:7]=[CH:8][C:9]=1[OH:10])[CH:5]=[O:6].[CH2:11]([OH:14])[CH2:12][OH:13].C1(C)C=CC(S(O)(=O)=[O:22])=CC=1.[C:26]1([CH3:32])C=CC=CC=1. (2) Given the product [CH2:3]([O:5][C:6](=[O:22])[CH:7]([O:11][C:12]1[CH:20]=[CH:19][CH:18]=[C:17]2[C:13]=1[CH:14]=[C:15]([CH3:21])[N:16]2[CH2:35][CH2:34][CH2:33][CH2:32][CH2:31][CH2:30][CH2:29][CH2:28][CH2:27][CH2:26][CH2:25][CH2:24][Br:23])[CH:8]([CH3:9])[CH3:10])[CH3:4], predict the reactants needed to synthesize it. The reactants are: [H-].[Na+].[CH2:3]([O:5][C:6](=[O:22])[CH:7]([O:11][C:12]1[CH:20]=[CH:19][CH:18]=[C:17]2[C:13]=1[CH:14]=[C:15]([CH3:21])[NH:16]2)[CH:8]([CH3:10])[CH3:9])[CH3:4].[Br:23][CH:24](Br)[CH2:25][CH2:26][CH2:27][CH2:28][CH2:29][CH2:30][CH2:31][CH2:32][CH2:33][CH2:34][CH3:35]. (3) Given the product [C:1]([O:5][C:6]1[CH:11]=[C:10]([CH:12]([CH3:13])[CH3:14])[C:9]([O:15][C:16]2[CH:21]=[CH:20][C:19]([NH2:22])=[C:18]([OH:25])[CH:17]=2)=[C:8]([CH:26]([CH3:28])[CH3:27])[C:7]=1[CH3:29])(=[O:4])[CH2:2][CH3:3], predict the reactants needed to synthesize it. The reactants are: [C:1]([O:5][C:6]1[CH:11]=[C:10]([CH:12]([CH3:14])[CH3:13])[C:9]([O:15][C:16]2[CH:21]=[CH:20][C:19]([N+:22]([O-])=O)=[C:18]([OH:25])[CH:17]=2)=[C:8]([CH:26]([CH3:28])[CH3:27])[C:7]=1[CH3:29])(=[O:4])[CH2:2][CH3:3].[H][H]. (4) Given the product [OH:12][CH2:11][CH2:10][C:9]1[C:4]([N+:1]([O-:3])=[O:2])=[N:5][CH:6]=[CH:7][CH:8]=1, predict the reactants needed to synthesize it. The reactants are: [N+:1]([C:4]1[C:9]([CH:10]=[CH2:11])=[CH:8][CH:7]=[CH:6][N:5]=1)([O-:3])=[O:2].[O:12]1CCCC1. (5) Given the product [Cl:1][C:2]1[CH:7]=[C:6]([Cl:8])[CH:5]=[CH:4][C:3]=1[S:9]([NH:12][CH2:13][CH2:14][CH2:15][CH2:16][N:17]([CH2:35][C@@H:36]([NH:41][C:70]([NH:69][C:63]1[CH:68]=[CH:67][CH:66]=[CH:65][CH:64]=1)=[O:71])[CH2:37][CH:38]([CH3:39])[CH3:40])[C:18](=[O:34])[O:19][CH2:20][CH:21]1[C:33]2[CH:32]=[CH:31][CH:30]=[CH:29][C:28]=2[C:27]2[C:22]1=[CH:23][CH:24]=[CH:25][CH:26]=2)(=[O:11])=[O:10], predict the reactants needed to synthesize it. The reactants are: [Cl:1][C:2]1[CH:7]=[C:6]([Cl:8])[CH:5]=[CH:4][C:3]=1[S:9]([NH:12][CH2:13][CH2:14][CH2:15][CH2:16][N:17]([CH2:35][C@@H:36]([NH:41]C(OC(C)(C)C)=O)[CH2:37][CH:38]([CH3:40])[CH3:39])[C:18](=[O:34])[O:19][CH2:20][CH:21]1[C:33]2[CH:32]=[CH:31][CH:30]=[CH:29][C:28]=2[C:27]2[C:22]1=[CH:23][CH:24]=[CH:25][CH:26]=2)(=[O:11])=[O:10].C(O)(C(F)(F)F)=O.C(N(CC)CC)C.[C:63]1([N:69]=[C:70]=[O:71])[CH:68]=[CH:67][CH:66]=[CH:65][CH:64]=1. (6) Given the product [C:19]1([CH3:23])[CH:20]=[CH:21][CH:22]=[C:17]([C:2]#[C:1][C:3]2[CH:15]=[CH:14][C:6]([O:7][CH2:8][C:9]([O:11][CH2:12][CH3:13])=[O:10])=[CH:5][CH:4]=2)[CH:18]=1, predict the reactants needed to synthesize it. The reactants are: [C:1]([C:3]1[CH:15]=[CH:14][C:6]([O:7][CH2:8][C:9]([O:11][CH2:12][CH3:13])=[O:10])=[CH:5][CH:4]=1)#[CH:2].I[C:17]1[CH:22]=[CH:21][CH:20]=[C:19]([CH3:23])[CH:18]=1. (7) Given the product [Cl:16][C:17]1[CH:18]=[CH:19][C:20]([CH2:23][N:24]([C:25]2[CH:26]=[CH:27][C:28]([CH:31]([CH3:33])[CH3:32])=[CH:29][CH:30]=2)[C:13]([CH:10]2[C:11]3[C:6](=[CH:5][CH:4]=[C:3]([O:2][CH3:1])[CH:12]=3)[CH2:7][CH2:8][CH2:9]2)=[O:15])=[CH:21][CH:22]=1, predict the reactants needed to synthesize it. The reactants are: [CH3:1][O:2][C:3]1[CH:12]=[C:11]2[C:6]([CH2:7][CH2:8][CH2:9][CH:10]2[C:13]([OH:15])=O)=[CH:5][CH:4]=1.[Cl:16][C:17]1[CH:22]=[CH:21][C:20]([CH2:23][NH:24][C:25]2[CH:30]=[CH:29][C:28]([CH:31]([CH3:33])[CH3:32])=[CH:27][CH:26]=2)=[CH:19][CH:18]=1. (8) Given the product [F:1][C:2]([F:15])([CH:8]1[CH2:13][CH2:12][CH:11]([F:14])[CH2:10][CH2:9]1)[C:3]([OH:5])=[O:4], predict the reactants needed to synthesize it. The reactants are: [F:1][C:2]([F:15])([CH:8]1[CH2:13][CH2:12][CH:11]([F:14])[CH2:10][CH2:9]1)[C:3]([O:5]CC)=[O:4].O1CCCC1.CO.O.[OH-].[Li+].